This data is from Peptide-MHC class II binding affinity with 134,281 pairs from IEDB. The task is: Regression. Given a peptide amino acid sequence and an MHC pseudo amino acid sequence, predict their binding affinity value. This is MHC class II binding data. (1) The peptide sequence is VTKDTNDNNLYKLHG. The MHC is HLA-DQA10201-DQB10301 with pseudo-sequence HLA-DQA10201-DQB10301. The binding affinity (normalized) is 0. (2) The peptide sequence is ALFSGVSWVMKIGIG. The MHC is DRB1_0301 with pseudo-sequence DRB1_0301. The binding affinity (normalized) is 0.0358. (3) The peptide sequence is DIYNYMEPYVSKVDP. The MHC is HLA-DQA10501-DQB10201 with pseudo-sequence HLA-DQA10501-DQB10201. The binding affinity (normalized) is 0.221.